From a dataset of Full USPTO retrosynthesis dataset with 1.9M reactions from patents (1976-2016). Predict the reactants needed to synthesize the given product. (1) Given the product [OH:8][C:9]1[CH:14]=[CH:13][C:12]([N:15]2[C:19]3[CH:20]=[CH:21][CH:22]=[CH:23][C:18]=3[N:17]=[C:16]2[C:24]2[CH:25]=[CH:26][C:27]([C:28]([NH:30][CH:31]([CH3:32])[CH3:33])=[O:29])=[CH:34][CH:35]=2)=[CH:11][CH:10]=1, predict the reactants needed to synthesize it. The reactants are: C([O:8][C:9]1[CH:14]=[CH:13][C:12]([N:15]2[C:19]3[CH:20]=[CH:21][CH:22]=[CH:23][C:18]=3[N:17]=[C:16]2[C:24]2[CH:35]=[CH:34][C:27]([C:28]([NH:30][CH:31]([CH3:33])[CH3:32])=[O:29])=[CH:26][CH:25]=2)=[CH:11][CH:10]=1)C1C=CC=CC=1.C([O-])=O.[NH4+]. (2) Given the product [CH2:36]([CH2:12][NH2:13])[OH:37].[CH2:36]([CH2:12][NH2:13])[OH:37].[CH2:36]([CH2:12][NH2:13])[OH:37].[CH3:1][O:2][C:3]1[CH:4]=[CH:5][C:6]([C:9]2[C:17]3[C:16]([NH:18][C:19]4[CH:20]=[C:21]([CH:27]=[CH:28][CH:29]=4)[O:22][CH2:23][C:24]([OH:26])=[O:25])=[N:15][CH:14]=[N:13][C:12]=3[O:11][C:10]=2[C:30]2[CH:35]=[CH:34][CH:33]=[CH:32][CH:31]=2)=[CH:7][CH:8]=1, predict the reactants needed to synthesize it. The reactants are: [CH3:1][O:2][C:3]1[CH:8]=[CH:7][C:6]([C:9]2[C:17]3[C:16]([NH:18][C:19]4[CH:20]=[C:21]([CH:27]=[CH:28][CH:29]=4)[O:22][CH2:23][C:24]([OH:26])=[O:25])=[N:15][CH:14]=[N:13][C:12]=3[O:11][C:10]=2[C:30]2[CH:35]=[CH:34][CH:33]=[CH:32][CH:31]=2)=[CH:5][CH:4]=1.[CH3:36][OH:37].